This data is from Reaction yield outcomes from USPTO patents with 853,638 reactions. The task is: Predict the reaction yield, written as a fraction of the theoretical maximum amount of product (1.0 means a 100% yield; for example, 0.34 means a 34% yield). (1) The reactants are [OH:1][CH2:2][C:3]([CH2:14][OH:15])([C:9]([O:11][CH2:12][CH3:13])=[O:10])[C:4]([O:6][CH2:7][CH3:8])=[O:5].[Si:16](Cl)([C:19]([CH3:22])([CH3:21])[CH3:20])([CH3:18])[CH3:17]. The catalyst is N1C=CC=CC=1. The product is [Si:16]([O:15][CH2:14][C:3]([CH2:2][OH:1])([C:4]([O:6][CH2:7][CH3:8])=[O:5])[C:9]([O:11][CH2:12][CH3:13])=[O:10])([C:19]([CH3:22])([CH3:21])[CH3:20])([CH3:18])[CH3:17]. The yield is 0.780. (2) The reactants are [CH3:1][C:2]([C:4]1[CH:9]=[CH:8][C:7](F)=[CH:6][CH:5]=1)=[O:3].[CH3:11][N:12]1[CH2:17][CH2:16][NH:15][CH2:14][CH2:13]1. No catalyst specified. The product is [CH3:11][N:12]1[CH2:17][CH2:16][N:15]([C:7]2[CH:8]=[CH:9][C:4]([C:2](=[O:3])[CH3:1])=[CH:5][CH:6]=2)[CH2:14][CH2:13]1. The yield is 0.945. (3) The product is [Cl:13][C:14]1[CH:19]=[CH:18][C:17]2[N:20]([CH2:34][C:35]3[CH:40]=[CH:39][C:38]([O:41][CH3:42])=[CH:37][CH:36]=3)[C:21]3[CH:33]=[CH:32][CH:31]=[CH:30][C:22]=3[CH2:23][C:43](=[O:47])[C:16]=2[CH:15]=1. The yield is 0.590. The reactants are C(NC(C)C)(C)C.[Li]CCCC.[Cl:13][C:14]1[CH:19]=[CH:18][C:17]([N:20]([CH2:34][C:35]2[CH:40]=[CH:39][C:38]([O:41][CH3:42])=[CH:37][CH:36]=2)[C:21]2[CH:33]=[CH:32][CH:31]=[CH:30][C:22]=2[C:23](N(CC)CC)=O)=[C:16]([CH3:43])[CH:15]=1.C1C[O:47]CC1. No catalyst specified. (4) The reactants are [N:1]1([CH:6]2[CH2:15][CH2:14][C:13]([CH3:17])([CH3:16])[C:12]3[CH:11]=[C:10]([C:18]#[C:19][C:20]4[CH:25]=[CH:24][C:23]([CH2:26][C:27]([O:29]C)=[O:28])=[CH:22][CH:21]=4)[CH:9]=[CH:8][C:7]2=3)[CH:5]=[CH:4][N:3]=[CH:2]1.[OH-].[Na+]. The catalyst is C(O)C. The product is [N:1]1([CH:6]2[CH2:15][CH2:14][C:13]([CH3:17])([CH3:16])[C:12]3[CH:11]=[C:10]([C:18]#[C:19][C:20]4[CH:21]=[CH:22][C:23]([CH2:26][C:27]([OH:29])=[O:28])=[CH:24][CH:25]=4)[CH:9]=[CH:8][C:7]2=3)[CH:5]=[CH:4][N:3]=[CH:2]1. The yield is 0.830.